The task is: Predict the reactants needed to synthesize the given product.. This data is from Full USPTO retrosynthesis dataset with 1.9M reactions from patents (1976-2016). (1) Given the product [CH2:1]([N:19]1[CH2:20][C:16]2([CH2:15][CH2:14][C:13]([N:23]([CH3:24])[CH3:25])([CH2:12][CH:7]3[CH2:11][CH2:10][CH2:9][CH2:8]3)[CH2:22][CH2:21]2)[CH2:17][CH2:18]1)[CH2:2][CH2:3][CH3:4], predict the reactants needed to synthesize it. The reactants are: [C:1](Cl)(=O)[CH2:2][CH2:3][CH3:4].[CH:7]1([CH2:12][C:13]2([N:23]([CH3:25])[CH3:24])[CH2:22][CH2:21][C:16]3([CH2:20][NH:19][CH2:18][CH2:17]3)[CH2:15][CH2:14]2)[CH2:11][CH2:10][CH2:9][CH2:8]1.C(N(CC)CC)C.C(=O)([O-])[O-].[K+].[K+]. (2) Given the product [Cl:13][C:10]1[CH:9]=[CH:8][C:7]([CH:5]2[C:4](=[O:14])[C:3]([O:15][S:24]([CH3:23])(=[O:26])=[O:25])=[C:2]([NH2:1])[O:6]2)=[CH:12][CH:11]=1, predict the reactants needed to synthesize it. The reactants are: [NH2:1][C:2]1[O:6][CH:5]([C:7]2[CH:12]=[CH:11][C:10]([Cl:13])=[CH:9][CH:8]=2)[C:4](=[O:14])[C:3]=1[OH:15].C(N(CC)CC)C.[CH3:23][S:24](Cl)(=[O:26])=[O:25].[Cl-].[NH4+].